Dataset: Forward reaction prediction with 1.9M reactions from USPTO patents (1976-2016). Task: Predict the product of the given reaction. (1) Given the reactants [F:1][C:2]([F:32])([F:31])[C:3]1[CH:4]=[C:5]([CH:24]=[C:25]([C:27]([F:30])([F:29])[F:28])[CH:26]=1)[C:6]([NH:8][CH:9]([C:14]1[CH:19]=[C:18]([Cl:20])[CH:17]=[CH:16][C:15]=1[N+:21]([O-])=O)[CH2:10][C:11](O)=[O:12])=[O:7], predict the reaction product. The product is: [Cl:20][C:18]1[CH:19]=[C:14]2[C:15](=[CH:16][CH:17]=1)[NH:21][C:11](=[O:12])[CH2:10][CH:9]2[NH:8][C:6](=[O:7])[C:5]1[CH:4]=[C:3]([C:2]([F:31])([F:1])[F:32])[CH:26]=[C:25]([C:27]([F:29])([F:30])[F:28])[CH:24]=1. (2) Given the reactants [F:1][C:2]1[CH:7]=[CH:6][C:5]([C:8]2[CH:9]=[N:10][NH:11][CH:12]=2)=[CH:4][CH:3]=1.C(=O)([O-])[O-].[Ca+2].[F:18][C:19]1[CH:24]=[C:23]([F:25])[CH:22]=[CH:21][C:20]=1[C@@:26]1([CH2:30][N:31]2[CH:35]=[N:34][CH:33]=[N:32]2)[C@H:28]([CH3:29])[O:27]1, predict the reaction product. The product is: [F:1][C:2]1[CH:3]=[CH:4][C:5]([C:8]2[CH:12]=[N:11][N:10]([C@H:28]([CH3:29])[C@:26]([C:20]3[CH:21]=[CH:22][C:23]([F:25])=[CH:24][C:19]=3[F:18])([OH:27])[CH2:30][N:31]3[CH:35]=[N:34][CH:33]=[N:32]3)[CH:9]=2)=[CH:6][CH:7]=1. (3) Given the reactants [C:1]([C:3](=[CH:9]OCC)[C:4]([O:6][CH2:7][CH3:8])=O)#[N:2].[OH2:13].[NH2:14][NH2:15], predict the reaction product. The product is: [NH2:2][C:1]1[NH:15][N:14]=[CH:9][C:3]=1[C:4]([O:6][CH2:7][CH3:8])=[O:13]. (4) Given the reactants [NH2:1][C:2]1[N:7]=[C:6](Cl)[C:5]([C:9]2[CH:16]=[CH:15][C:12]([C:13]#[N:14])=[CH:11][CH:10]=2)=[CH:4][CH:3]=1.C[N+]12CC(=O)O[B-]1([C:28]1[CH:33]=[CH:32][C:31]([CH3:34])=[CH:30][CH:29]=1)OC(=O)C2.ClCCl.C(=O)([O-])[O-].[K+].[K+], predict the reaction product. The product is: [NH2:1][C:2]1[N:7]=[C:6]([C:28]2[CH:33]=[CH:32][C:31]([CH3:34])=[CH:30][CH:29]=2)[C:5]([C:9]2[CH:16]=[CH:15][C:12]([C:13]#[N:14])=[CH:11][CH:10]=2)=[CH:4][CH:3]=1. (5) Given the reactants [C:1]([N:5]1[CH2:30][CH2:29][CH2:28][CH2:27][C:8]2[C:9]([Br:26])=[C:10]3[C:19]4[CH:18]=[C:17]([S:20]([CH2:22][CH3:23])=[O:21])[C:16]([O:24][CH3:25])=[CH:15][C:14]=4[CH2:13][CH2:12][N:11]3[C:7]=2[C:6]1=[O:31])([CH3:4])([CH3:3])[CH3:2].C(N1CCCCC2C(C3SC=CC=3)=C3C4C=C(N5C=C(C[C@@H](O)C[OH:59])N=N5)C(OC)=CC=4CCN3C=2C1=O)(C)(C)C.N1C=CN=C1.CCCC[N+](CCCC)(CCCC)CCCC.CCCC[N+](CCCC)(CCCC)CCCC.CCCC[N+](CCCC)(CCCC)CCCC.CCCC[N+](CCCC)(CCCC)CCCC.CCCC[N+](CCCC)(CCCC)CCCC.OS([O-])(=O)=O.OS(O[O-])(=O)=O.OS(O[O-])(=O)=O.[O-]S([O-])(=O)=O, predict the reaction product. The product is: [C:1]([N:5]1[CH2:30][CH2:29][CH2:28][CH2:27][C:8]2[C:9]([Br:26])=[C:10]3[C:19]4[CH:18]=[C:17]([S:20]([CH2:22][CH3:23])(=[O:59])=[O:21])[C:16]([O:24][CH3:25])=[CH:15][C:14]=4[CH2:13][CH2:12][N:11]3[C:7]=2[C:6]1=[O:31])([CH3:2])([CH3:3])[CH3:4]. (6) Given the reactants [F:1][C:2]([F:53])([F:52])[C:3]1[CH:4]=[C:5]([C@H:13]2[O:17][C:16](=[O:18])[N:15]([CH2:19][C:20]3[C:25]([C:26]4[CH:27]=[C:28]([C:34]5[C:42]([CH3:43])=[CH:41][C:37]([C:38]([OH:40])=O)=[CH:36][C:35]=5[CH3:44])[CH:29]=[N:30][C:31]=4[O:32][CH3:33])=[CH:24][N:23]=[C:22]([N:45]4[CH2:50][CH2:49][O:48][CH2:47][CH2:46]4)[N:21]=3)[C@H:14]2[CH3:51])[CH:6]=[C:7]([C:9]([F:12])([F:11])[F:10])[CH:8]=1.[NH2:54][NH2:55], predict the reaction product. The product is: [F:53][C:2]([F:1])([F:52])[C:3]1[CH:4]=[C:5]([C@H:13]2[O:17][C:16](=[O:18])[N:15]([CH2:19][C:20]3[C:25]([C:26]4[CH:27]=[C:28]([C:34]5[C:35]([CH3:44])=[CH:36][C:37]([C:38]([NH:54][NH2:55])=[O:40])=[CH:41][C:42]=5[CH3:43])[CH:29]=[N:30][C:31]=4[O:32][CH3:33])=[CH:24][N:23]=[C:22]([N:45]4[CH2:46][CH2:47][O:48][CH2:49][CH2:50]4)[N:21]=3)[C@H:14]2[CH3:51])[CH:6]=[C:7]([C:9]([F:11])([F:10])[F:12])[CH:8]=1. (7) Given the reactants [NH:1](C(OC(C)(C)C)=O)[C:2]([C:5]([NH:7][C@@H:8]([C:19]([N:21]1[CH2:28][CH2:27][CH2:26][C@@H:22]1[C:23]([OH:25])=[O:24])=[O:20])[CH2:9][C:10]1[C:18]2[C:13](=[CH:14][CH:15]=[CH:16][CH:17]=2)[NH:12][CH:11]=1)=[O:6])([CH3:4])[CH3:3].[CH2:36]([N-:40][CH2:41][CH:42]([CH3:44])[CH3:43])[CH:37]([CH3:39])[CH3:38].CSC.C(S)CS.N[C@H](C(O)=O)CC1C2C(=CC=CC=2)NC=1.FC(F)(F)C(O)=O, predict the reaction product. The product is: [NH2:1][C:2]([C:5]([NH:7][C@@H:8]([C:19]([N:21]1[CH2:28][CH2:27][CH2:26][C@@H:22]1[C:23]([OH:25])=[O:24])=[O:20])[CH2:9][C:10]1[C:18]2[C:13](=[CH:14][CH:15]=[CH:16][CH:17]=2)[NH:12][CH:11]=1)=[O:6])([CH3:3])[CH3:4].[CH2:36]([N-:40][CH2:41][CH:42]([CH3:44])[CH3:43])[CH:37]([CH3:39])[CH3:38]. (8) Given the reactants [C:1]([C:3]1[C:12]2[C:7](=[CH:8][CH:9]=[CH:10][CH:11]=2)[CH:6]=[CH:5][C:4]=1[CH2:13][CH2:14][CH2:15][CH2:16][CH2:17][CH3:18])#[CH:2].Br[CH2:20][CH2:21]CCCC.BrCC(CC)CCCC, predict the reaction product. The product is: [C:1]([C:3]1[C:12]2[C:7](=[CH:8][CH:9]=[CH:10][CH:11]=2)[CH:6]=[CH:5][C:4]=1[CH2:13][CH:14]([CH2:20][CH3:21])[CH2:15][CH2:16][CH2:17][CH3:18])#[CH:2]. (9) The product is: [C:13]([O:17][C:18](=[O:19])[NH:20][CH2:21][CH2:22][CH:23]([C:27]1[CH:32]=[CH:31][C:30]([Cl:33])=[C:29]([Cl:34])[CH:28]=1)[C:24](=[O:25])[NH:1][C:2]1[CH:11]=[C:10]2[C:5]([C:6](=[O:12])[NH:7][CH:8]=[N:9]2)=[CH:4][CH:3]=1)([CH3:16])([CH3:14])[CH3:15]. Given the reactants [NH2:1][C:2]1[CH:11]=[C:10]2[C:5]([C:6](=[O:12])[NH:7][CH:8]=[N:9]2)=[CH:4][CH:3]=1.[C:13]([O:17][C:18]([NH:20][CH2:21][CH2:22][CH:23]([C:27]1[CH:32]=[CH:31][C:30]([Cl:33])=[C:29]([Cl:34])[CH:28]=1)[C:24](O)=[O:25])=[O:19])([CH3:16])([CH3:15])[CH3:14].Cl.CN(C)CCCN=C=NCC, predict the reaction product. (10) Given the reactants [CH2:1]([C:3]1[CH:8]=[CH:7][C:6]([CH2:9][CH:10]([NH:13][CH:14]=O)[CH2:11][CH3:12])=[CH:5][C:4]=1[O:16][CH3:17])[CH3:2].O=P(Cl)(Cl)Cl, predict the reaction product. The product is: [CH2:11]([CH:10]1[CH2:9][C:6]2[C:7](=[CH:8][C:3]([CH2:1][CH3:2])=[C:4]([O:16][CH3:17])[CH:5]=2)[CH:14]=[N:13]1)[CH3:12].